Regression. Given a peptide amino acid sequence and an MHC pseudo amino acid sequence, predict their binding affinity value. This is MHC class I binding data. From a dataset of Peptide-MHC class I binding affinity with 185,985 pairs from IEDB/IMGT. (1) The peptide sequence is WRRPVVTAHI. The MHC is Mamu-B03 with pseudo-sequence Mamu-B03. The binding affinity (normalized) is 0.543. (2) The MHC is HLA-A02:03 with pseudo-sequence HLA-A02:03. The peptide sequence is FANNKFTLV. The binding affinity (normalized) is 0.972. (3) The peptide sequence is PYENLLYKL. The MHC is HLA-A24:02 with pseudo-sequence HLA-A24:02. The binding affinity (normalized) is 0.422. (4) The peptide sequence is TRREVHIYY. The MHC is HLA-B44:02 with pseudo-sequence HLA-B44:02. The binding affinity (normalized) is 0.0847. (5) The peptide sequence is DEYGPVFVE. The MHC is HLA-B46:01 with pseudo-sequence HLA-B46:01. The binding affinity (normalized) is 0.0847. (6) The peptide sequence is CTWPEASRY. The MHC is HLA-A02:11 with pseudo-sequence HLA-A02:11. The binding affinity (normalized) is 0.0847.